This data is from KCNQ2 potassium channel screen with 302,405 compounds. The task is: Binary Classification. Given a drug SMILES string, predict its activity (active/inactive) in a high-throughput screening assay against a specified biological target. (1) The molecule is O=C(NCc1ccccc1)C1CCCC1. The result is 0 (inactive). (2) The drug is s1c(C(=O)C=2C(N(Cc3cccnc3)C(=O)C2O)c2cc(OCCCC)ccc2)ccc1. The result is 0 (inactive). (3) The compound is O(C(=O)C1C2C(CN(C1Cc1c([nH]c3c1cccc3)C(=O)C2)C)CC)C. The result is 0 (inactive). (4) The molecule is S(=O)(=O)(NCc1nc2scc(n2c1)C)c1ccc(cc1)c1ccccc1. The result is 0 (inactive). (5) The drug is o1c2c(c3CCCCc3c1=O)ccc(OCC(=O)N1CCN(CC1)c1ccccc1)c2C. The result is 0 (inactive). (6) The molecule is S(c1n(c(nn1)C(NC(=O)c1ccccc1)C)CC=C)CCOc1ccccc1. The result is 0 (inactive). (7) The compound is O=C(Nc1ncc(NC(=O)c2ncccc2)c(c1)C)C1CC1. The result is 0 (inactive). (8) The drug is S(=O)(=O)(N(CC(=O)NCc1ncccc1)c1ccc(cc1)C)c1ccc(SC)cc1. The result is 0 (inactive). (9) The compound is O=C(Nc1c(N)c([N+]([O-])=O)ccc1)CC[n+]1ccc(N(C)C)cc1. The result is 0 (inactive). (10) The compound is O1CCN(CCCN2CC(CCC2=O)C(=O)N(CCOc2ccccc2)C)CC1. The result is 0 (inactive).